This data is from Full USPTO retrosynthesis dataset with 1.9M reactions from patents (1976-2016). The task is: Predict the reactants needed to synthesize the given product. (1) Given the product [F:22][C:23]([F:38])([F:39])[C:24]1[CH:25]=[C:26]([CH:31]=[C:32]([C:34]([F:37])([F:35])[F:36])[CH:33]=1)[CH2:27][N:28]1[C:7]([C:8]2[CH:9]=[CH:10][CH:11]=[CH:12][CH:13]=2)=[C:6]([Sn:5]([CH2:1][CH2:2][CH2:3][CH3:4])([CH2:14][CH2:15][CH2:16][CH3:17])[CH2:18][CH2:19][CH2:20][CH3:21])[N:30]=[N:29]1, predict the reactants needed to synthesize it. The reactants are: [CH2:1]([Sn:5]([CH2:18][CH2:19][CH2:20][CH3:21])([CH2:14][CH2:15][CH2:16][CH3:17])[C:6]#[C:7][C:8]1[CH:13]=[CH:12][CH:11]=[CH:10][CH:9]=1)[CH2:2][CH2:3][CH3:4].[F:22][C:23]([F:39])([F:38])[C:24]1[CH:25]=[C:26]([CH:31]=[C:32]([C:34]([F:37])([F:36])[F:35])[CH:33]=1)[CH2:27][N:28]=[N+:29]=[N-:30]. (2) Given the product [Si:1]([O:18][CH2:19][C:20]1[N:25]=[C:24]2[C:26]([C:29]([NH:44][CH3:43])=[O:31])=[N:27][O:28][C:23]2=[C:22]([Cl:34])[C:21]=1[N:35]1[CH2:40][C@H:39]([CH3:41])[O:38][C@H:37]([CH3:42])[CH2:36]1)([C:14]([CH3:16])([CH3:15])[CH3:17])([C:8]1[CH:9]=[CH:10][CH:11]=[CH:12][CH:13]=1)[C:2]1[CH:7]=[CH:6][CH:5]=[CH:4][CH:3]=1, predict the reactants needed to synthesize it. The reactants are: [Si:1]([O:18][CH2:19][C:20]1[N:25]=[C:24]2[C:26]([C:29]([O:31]CC)=O)=[N:27][O:28][C:23]2=[C:22]([Cl:34])[C:21]=1[N:35]1[CH2:40][C@H:39]([CH3:41])[O:38][C@H:37]([CH3:42])[CH2:36]1)([C:14]([CH3:17])([CH3:16])[CH3:15])([C:8]1[CH:13]=[CH:12][CH:11]=[CH:10][CH:9]=1)[C:2]1[CH:7]=[CH:6][CH:5]=[CH:4][CH:3]=1.[CH3:43][NH2:44]. (3) Given the product [Br:1][C:2]1[CH:3]=[N:4][C:5]2[N:6]([C:13]([CH3:14])=[C:15]([CH3:16])[N:8]=2)[CH:7]=1, predict the reactants needed to synthesize it. The reactants are: [Br:1][C:2]1[CH:3]=[N:4][C:5]([NH2:8])=[N:6][CH:7]=1.C(O[CH2:13][CH3:14])(=O)C.[CH3:15][CH:16](O)C.